Dataset: Reaction yield outcomes from USPTO patents with 853,638 reactions. Task: Predict the reaction yield, written as a fraction of the theoretical maximum amount of product (1.0 means a 100% yield; for example, 0.34 means a 34% yield). (1) The reactants are [CH3:1][Si:2]([CH3:52])([CH3:51])[CH2:3][CH2:4][O:5][CH2:6][N:7]([CH2:43][O:44][CH2:45][CH2:46][Si:47]([CH3:50])([CH3:49])[CH3:48])[C:8]1[N:13]2[N:14]=[CH:15][C:16]([C:17]3[CH:18]=[N:19][C:20]4[C:25]([CH:26]=3)=[CH:24][C:23]([F:27])=[CH:22][CH:21]=4)=[C:12]2[N:11]=[C:10]([CH:28]([NH:30][C:31]([C:33]2([CH3:41])[CH2:38][O:37][C:36]([CH3:40])([CH3:39])[O:35][CH2:34]2)=[O:32])[CH3:29])[C:9]=1Br.N#N.C([Sn](CCCC)(CCCC)[C:60]([O:62][CH2:63][CH3:64])=[CH2:61])CCC. The catalyst is C1C=CC([P]([Pd]([P](C2C=CC=CC=2)(C2C=CC=CC=2)C2C=CC=CC=2)([P](C2C=CC=CC=2)(C2C=CC=CC=2)C2C=CC=CC=2)[P](C2C=CC=CC=2)(C2C=CC=CC=2)C2C=CC=CC=2)(C2C=CC=CC=2)C2C=CC=CC=2)=CC=1.O1CCOCC1. The product is [CH3:1][Si:2]([CH3:52])([CH3:51])[CH2:3][CH2:4][O:5][CH2:6][N:7]([CH2:43][O:44][CH2:45][CH2:46][Si:47]([CH3:50])([CH3:49])[CH3:48])[C:8]1[N:13]2[N:14]=[CH:15][C:16]([C:17]3[CH:18]=[N:19][C:20]4[C:25]([CH:26]=3)=[CH:24][C:23]([F:27])=[CH:22][CH:21]=4)=[C:12]2[N:11]=[C:10]([CH:28]([NH:30][C:31]([C:33]2([CH3:41])[CH2:38][O:37][C:36]([CH3:40])([CH3:39])[O:35][CH2:34]2)=[O:32])[CH3:29])[C:9]=1[C:60]([O:62][CH2:63][CH3:64])=[CH2:61]. The yield is 0.830. (2) The reactants are Br[C:2]1[CH:3]=[CH:4][C:5](=[O:9])[N:6]([CH3:8])[CH:7]=1.[C:10]([C:13]1[S:17][C:16](B(O)O)=[CH:15][CH:14]=1)(=[O:12])[CH3:11].C([O-])([O-])=O.[K+].[K+]. The catalyst is O1CCOCC1.O.[Br-].C([N+](CCCC)(CCCC)CCCC)CCC.Cl[Pd](Cl)([P](C1C=CC=CC=1)(C1C=CC=CC=1)C1C=CC=CC=1)[P](C1C=CC=CC=1)(C1C=CC=CC=1)C1C=CC=CC=1. The product is [C:10]([C:13]1[S:17][C:16]([C:2]2[CH:3]=[CH:4][C:5](=[O:9])[N:6]([CH3:8])[CH:7]=2)=[CH:15][CH:14]=1)(=[O:12])[CH3:11]. The yield is 0.620. (3) The reactants are [Cl:1][C:2]1[CH:7]=[CH:6][N:5]=[C:4]2[CH:8]=[CH:9][S:10][C:3]=12.[Li]CCCC.CN([CH:19]=[O:20])C. The catalyst is C1COCC1. The product is [Cl:1][C:2]1[CH:7]=[CH:6][N:5]=[C:4]2[CH:8]=[C:9]([CH:19]=[O:20])[S:10][C:3]=12. The yield is 1.00. (4) The reactants are [OH:1][C:2]1[CH:7]=[CH:6][CH:5]=[CH:4][C:3]=1[C:8]1[CH:9]=[C:10]([CH:19]2[CH2:24][CH2:23][CH2:22][N:21](C(OC(C)(C)C)=O)[CH2:20]2)[C:11]2[CH2:16][O:15][C:14](=[O:17])[NH:13][C:12]=2[N:18]=1.[ClH:32]. The catalyst is O1CCOCC1. The product is [ClH:32].[OH:1][C:2]1[CH:7]=[CH:6][CH:5]=[CH:4][C:3]=1[C:8]1[CH:9]=[C:10]([CH:19]2[CH2:24][CH2:23][CH2:22][NH:21][CH2:20]2)[C:11]2[CH2:16][O:15][C:14](=[O:17])[NH:13][C:12]=2[N:18]=1. The yield is 0.600. (5) The catalyst is CO. The yield is 0.0700. The reactants are [Cl:1][C:2]1[CH:3]=[CH:4][C:5]2[N:28]3[CH:29]=[CH:30][CH:31]=[C:27]3[C:8]3([CH2:13][CH2:12][N:11]([C:14]([C:16]4[CH:21]=[CH:20][C:19]([CH2:22][CH:23]=[O:24])=[C:18]([O:25][CH3:26])[CH:17]=4)=[O:15])[CH2:10][CH2:9]3)[O:7][C:6]=2[CH:32]=1.[BH4-].[Na+]. The product is [Cl:1][C:2]1[CH:3]=[CH:4][C:5]2[N:28]3[CH:29]=[CH:30][CH:31]=[C:27]3[C:8]3([CH2:9][CH2:10][N:11]([C:14]([C:16]4[CH:21]=[CH:20][C:19]([CH2:22][CH2:23][OH:24])=[C:18]([O:25][CH3:26])[CH:17]=4)=[O:15])[CH2:12][CH2:13]3)[O:7][C:6]=2[CH:32]=1. (6) The reactants are [Cl:1][C:2]1[C:7]([O:8][CH3:9])=[CH:6][C:5]([O:10][CH3:11])=[CH:4][C:3]=1[C:12]1[C:24](=[O:25])[N:23]([CH2:26][C:27]([CH3:38])([C:29]2[CH:34]=[CH:33][C:32]([N+:35]([O-:37])=[O:36])=[CH:31][CH:30]=2)[CH3:28])[C:15]2[N:16]=[C:17](S(C)=O)[N:18]=[CH:19][C:14]=2[CH:13]=1.[CH3:39][NH2:40].Cl.O. The catalyst is CS(C)=O. The product is [Cl:1][C:2]1[C:7]([O:8][CH3:9])=[CH:6][C:5]([O:10][CH3:11])=[CH:4][C:3]=1[C:12]1[C:24](=[O:25])[N:23]([CH2:26][C:27]([CH3:38])([C:29]2[CH:34]=[CH:33][C:32]([N+:35]([O-:37])=[O:36])=[CH:31][CH:30]=2)[CH3:28])[C:15]2[N:16]=[C:17]([NH:40][CH3:39])[N:18]=[CH:19][C:14]=2[CH:13]=1. The yield is 0.870. (7) The reactants are [OH-].[Na+].[F:3][CH:4]([F:24])[C:5]1[CH:6]=[CH:7][C:8]2[O:13][CH:12]([C:14]([F:17])([F:16])[F:15])[C:11]([C:18]([O:20]CC)=[O:19])=[CH:10][C:9]=2[CH:23]=1. The catalyst is C1COCC1.CCO.O. The product is [F:24][CH:4]([F:3])[C:5]1[CH:6]=[CH:7][C:8]2[O:13][CH:12]([C:14]([F:17])([F:15])[F:16])[C:11]([C:18]([OH:20])=[O:19])=[CH:10][C:9]=2[CH:23]=1. The yield is 0.600. (8) The product is [CH3:1][C:2]1[CH:10]=[C:9]([Br:11])[CH:8]=[CH:7][C:3]=1[C:4]([O:6][CH2:12][C:13]([CH3:17])([CH3:16])[CH3:14])=[O:5]. The yield is 0.680. The reactants are [CH3:1][C:2]1[CH:10]=[C:9]([Br:11])[CH:8]=[CH:7][C:3]=1[C:4]([OH:6])=[O:5].[CH3:12][C:13]([CH3:17])([CH3:16])[CH2:14]O.N1C=CC=CC=1. The catalyst is O=S(Cl)Cl. (9) The reactants are [C:1]([O:5][CH2:6][CH3:7])(=[O:4])[CH:2]=[CH2:3].[CH:8]1([NH2:11])[CH2:10][CH2:9]1. The catalyst is C(O)C. The product is [CH2:6]([O:5][C:1](=[O:4])[CH2:2][CH2:3][N:11]([CH:8]1[CH2:10][CH2:9]1)[CH2:3][CH2:2][C:1]([O:5][CH2:6][CH3:7])=[O:4])[CH3:7]. The yield is 0.540.